Dataset: Reaction yield outcomes from USPTO patents with 853,638 reactions. Task: Predict the reaction yield, written as a fraction of the theoretical maximum amount of product (1.0 means a 100% yield; for example, 0.34 means a 34% yield). (1) The catalyst is CS(C)=O.O. The product is [Cl:1][C:2]1[C:3]([C:4](=[O:5])[CH3:6])=[CH:17][CH:18]=[CH:19][N:20]=1. The yield is 0.520. The reactants are [Cl:1][C:2]1[N:20]=[CH:19][CH:18]=[CH:17][C:3]=1[C:4]([CH:6](C(OCC)=O)C(OCC)=O)=[O:5]. (2) The reactants are Br[C:2]1[CH:7]=[CH:6][C:5]([CH:8]2[CH2:12][CH2:11][CH:10]([C:13]3[CH:18]=[CH:17][C:16](Br)=[CH:15][CH:14]=3)[N:9]2[C:20]2[CH:25]=[CH:24][C:23]([C:26]([CH3:29])([CH3:28])[CH3:27])=[CH:22][CH:21]=2)=[CH:4][CH:3]=1.[C:30]([Cu])#[N:31].[CH3:33][NH:34]C.O. The catalyst is CN(C)C=O. The product is [C:26]([C:23]1[CH:24]=[CH:25][C:20]([N:9]2[CH:8]([C:5]3[CH:6]=[CH:7][C:2]([C:33]#[N:34])=[CH:3][CH:4]=3)[CH2:12][CH2:11][CH:10]2[C:13]2[CH:18]=[CH:17][C:16]([C:30]#[N:31])=[CH:15][CH:14]=2)=[CH:21][CH:22]=1)([CH3:28])([CH3:29])[CH3:27]. The yield is 0.500. (3) The reactants are [NH:1]1[C:9]2[C:4](=[CH:5][CH:6]=[CH:7][CH:8]=2)[CH:3]=[CH:2]1.[C:10]([O:20][CH3:21])(=[O:19])/[CH:11]=[CH:12]/[C:13]1[CH:18]=[CH:17][CH:16]=[CH:15][CH:14]=1.[H-].[Na+].O. The catalyst is CN(C=O)C. The product is [CH3:21][O:20][C:10](=[O:19])[CH2:11][CH:12]([N:1]1[C:9]2[C:4](=[CH:5][CH:6]=[CH:7][CH:8]=2)[CH:3]=[CH:2]1)[C:13]1[CH:14]=[CH:15][CH:16]=[CH:17][CH:18]=1. The yield is 0.220. (4) The yield is 0.470. The reactants are I[C:2]1[CH:8]=[C:7]([O:9][CH3:10])[CH:6]=[CH:5][C:3]=1[NH2:4].C([Sn](CCCC)(CCCC)[C:16]1[S:17][CH:18]=[CH:19][CH:20]=1)CCC. The catalyst is O1CCOCC1.C1C=CC([P]([Pd]([P](C2C=CC=CC=2)(C2C=CC=CC=2)C2C=CC=CC=2)([P](C2C=CC=CC=2)(C2C=CC=CC=2)C2C=CC=CC=2)[P](C2C=CC=CC=2)(C2C=CC=CC=2)C2C=CC=CC=2)(C2C=CC=CC=2)C2C=CC=CC=2)=CC=1. The product is [CH3:10][O:9][C:7]1[CH:6]=[CH:5][C:3]([NH2:4])=[C:2]([C:16]2[S:17][CH:18]=[CH:19][CH:20]=2)[CH:8]=1. (5) The reactants are Br[C:2]1[CH:10]=[CH:9][CH:8]=[C:7]2[C:3]=1[C:4]1([C:20]3=[CH:21][C:22]4[O:26][CH2:25][O:24][C:23]=4[CH:27]=[C:19]3[O:18][CH2:17]1)[C:5](=[O:16])[N:6]2[CH2:11][CH2:12][CH2:13][CH2:14][CH3:15].[NH2:28][C:29]1[CH:30]=[CH:31][C:32]([O:35][CH3:36])=[N:33][CH:34]=1.C1C=CC(P(C2C(C3C(P(C4C=CC=CC=4)C4C=CC=CC=4)=CC=C4C=3C=CC=C4)=C3C(C=CC=C3)=CC=2)C2C=CC=CC=2)=CC=1.C[O-].[Na+]. The catalyst is C1C=CC(/C=C/C(/C=C/C2C=CC=CC=2)=O)=CC=1.C1C=CC(/C=C/C(/C=C/C2C=CC=CC=2)=O)=CC=1.C1C=CC(/C=C/C(/C=C/C2C=CC=CC=2)=O)=CC=1.[Pd].[Pd]. The product is [CH3:36][O:35][C:32]1[N:33]=[CH:34][C:29]([NH:28][C:2]2[CH:10]=[CH:9][CH:8]=[C:7]3[C:3]=2[C:4]2([C:20]4=[CH:21][C:22]5[O:26][CH2:25][O:24][C:23]=5[CH:27]=[C:19]4[O:18][CH2:17]2)[C:5](=[O:16])[N:6]3[CH2:11][CH2:12][CH2:13][CH2:14][CH3:15])=[CH:30][CH:31]=1. The yield is 0.540. (6) The reactants are [NH2:1][CH2:2][CH2:3][NH:4][C:5]([C:7]1[S:8][C:9]([I:22])=[C:10]([C:20]#[N:21])[C:11]=1[C:12]1[CH:17]=[CH:16][C:15]([Cl:18])=[CH:14][C:13]=1[Cl:19])=O.C1(C)C=CC=CC=1.P(Cl)(Cl)(Cl)=O. No catalyst specified. The product is [Cl:19][C:13]1[CH:14]=[C:15]([Cl:18])[CH:16]=[CH:17][C:12]=1[C:11]1[C:10]([C:20]#[N:21])=[C:9]([I:22])[S:8][C:7]=1[C:5]1[NH:4][CH2:3][CH2:2][N:1]=1. The yield is 0.890. (7) The reactants are [Br:1][C:2]1[CH:3]=[C:4]([CH:9]=[CH:10][C:11]=1[OH:12])[C:5]([O:7][CH3:8])=[O:6].C(=O)([O-])[O-].[K+].[K+].[CH2:19](Br)[C:20]1[CH:25]=[CH:24][CH:23]=[CH:22][CH:21]=1. The catalyst is C(#N)C. The product is [CH2:19]([O:12][C:11]1[CH:10]=[CH:9][C:4]([C:5]([O:7][CH3:8])=[O:6])=[CH:3][C:2]=1[Br:1])[C:20]1[CH:25]=[CH:24][CH:23]=[CH:22][CH:21]=1. The yield is 0.750. (8) The yield is 0.618. The reactants are [N:1]1[CH:6]=[CH:5][CH:4]=[C:3]([N:7]2[CH2:11][CH2:10][NH:9][C:8]2=[O:12])[CH:2]=1.I[C:14]1[CH:15]=[CH:16][C:17]2[S:21][CH:20]=[N:19][C:18]=2[CH:22]=1.N[C@@H]1CCCC[C@H]1N.C(=O)([O-])[O-].[K+].[K+]. The catalyst is [Cu](I)I.O1CCOCC1. The product is [S:21]1[C:17]2[CH:16]=[CH:15][C:14]([N:9]3[CH2:10][CH2:11][N:7]([C:3]4[CH:2]=[N:1][CH:6]=[CH:5][CH:4]=4)[C:8]3=[O:12])=[CH:22][C:18]=2[N:19]=[CH:20]1.